This data is from Choline transporter screen with 302,306 compounds. The task is: Binary Classification. Given a drug SMILES string, predict its activity (active/inactive) in a high-throughput screening assay against a specified biological target. The drug is O1c2c(C(NC(OC)=O)c3c1cccc3)cc(cc2)C. The result is 0 (inactive).